Predict the reactants needed to synthesize the given product. From a dataset of Full USPTO retrosynthesis dataset with 1.9M reactions from patents (1976-2016). (1) The reactants are: [CH2:1]([C:4]1[NH:5][C:6]2[C:11]([CH:12]=1)=[C:10]([C:13]([F:16])([F:15])[F:14])[C:9]([C:17]#[N:18])=[CH:8][CH:7]=2)[CH2:2][CH3:3].Cl[CH2:20][C:21]1[O:25][N:24]=[C:23]([C:26]2[CH:31]=[CH:30][CH:29]=[CH:28][CH:27]=2)[CH:22]=1. Given the product [C:26]1([C:23]2[CH:22]=[C:21]([CH2:20][N:5]3[C:6]4[C:11](=[C:10]([C:13]([F:15])([F:16])[F:14])[C:9]([C:17]#[N:18])=[CH:8][CH:7]=4)[CH:12]=[C:4]3[CH2:1][CH2:2][CH3:3])[O:25][N:24]=2)[CH:27]=[CH:28][CH:29]=[CH:30][CH:31]=1, predict the reactants needed to synthesize it. (2) Given the product [OH:6][C:2]([CH3:3])([CH3:1])[C:4]#[C:5][C:12]1([OH:17])[CH2:16][CH2:15][CH2:14][CH2:13]1, predict the reactants needed to synthesize it. The reactants are: [CH3:1][C:2]([OH:6])([C:4]#[CH:5])[CH3:3].C([Li])CCC.[C:12]1(=[O:17])[CH2:16][CH2:15][CH2:14][CH2:13]1. (3) Given the product [F:1][C:2]1[CH:11]=[C:10]2[C:5]([C:6](=[O:21])[CH:7]=[C:8]([C:12]([NH:14][CH:15]3[CH2:20][CH2:19][N:18]([CH2:23][C:24]4[CH:33]=[C:32]5[C:27]([CH:28]=[CH:29][C:30](=[O:34])[O:31]5)=[CH:26][CH:25]=4)[CH2:17][CH2:16]3)=[O:13])[O:9]2)=[CH:4][CH:3]=1, predict the reactants needed to synthesize it. The reactants are: [F:1][C:2]1[CH:11]=[C:10]2[C:5]([C:6](=[O:21])[CH:7]=[C:8]([C:12]([NH:14][CH:15]3[CH2:20][CH2:19][NH:18][CH2:17][CH2:16]3)=[O:13])[O:9]2)=[CH:4][CH:3]=1.Br[CH2:23][C:24]1[CH:33]=[C:32]2[C:27]([CH:28]=[CH:29][C:30](=[O:34])[O:31]2)=[CH:26][CH:25]=1. (4) Given the product [C:36]([S:35][CH2:34][C@@:33]([CH3:43])([C:40]([OH:42])=[O:41])[NH2:32])([CH3:39])([CH3:37])[CH3:38], predict the reactants needed to synthesize it. The reactants are: C(=O)CCCC=O.C1N(CCO)CCN(CCS(O)(=O)=O)C1.[OH-].[Na+].NCCS.C([NH:32][C@:33]([CH3:43])([C:40]([OH:42])=[O:41])[CH2:34][S:35][C:36]([CH3:39])([CH3:38])[CH3:37])(=O)N.[OH-].[Na+].Cl. (5) Given the product [CH:14]1[C:15]2[C:10](=[CH:9][CH:8]=[C:7]([NH2:38])[CH:16]=2)[CH:11]=[CH:12][N:13]=1, predict the reactants needed to synthesize it. The reactants are: FC(F)(F)S(O[C:7]1[CH:16]=[C:15]2[C:10]([CH:11]=[CH:12][N:13]=[CH:14]2)=[CH:9][CH:8]=1)(=O)=O.C(=O)([O-])[O-].[Cs+].[Cs+].C(=[NH:38])(C1C=CC=CC=1)C1C=CC=CC=1.C1C=CC(P(C2C(C3C(P(C4C=CC=CC=4)C4C=CC=CC=4)=CC=C4C=3C=CC=C4)=C3C(C=CC=C3)=CC=2)C2C=CC=CC=2)=CC=1.